From a dataset of Forward reaction prediction with 1.9M reactions from USPTO patents (1976-2016). Predict the product of the given reaction. (1) Given the reactants [NH2:1][CH2:2][C@@H:3]1[CH2:8][O:7][CH2:6][CH2:5][N:4]1[C:9]([O:11][C:12]([CH3:15])([CH3:14])[CH3:13])=[O:10].[CH:16](=O)[CH3:17].[C:19](O[BH-](OC(=O)C)OC(=O)C)(=O)[CH3:20].[Na+], predict the reaction product. The product is: [CH2:19]([N:1]([CH2:2][C@@H:3]1[CH2:8][O:7][CH2:6][CH2:5][N:4]1[C:9]([O:11][C:12]([CH3:15])([CH3:14])[CH3:13])=[O:10])[CH2:16][CH3:17])[CH3:20]. (2) Given the reactants [NH2:1][C:2]1[S:6][C:5]2[CH2:7][CH2:8][CH2:9][CH2:10][C:4]=2[C:3]=1[C:11]([C:13]1[CH:21]=[CH:20][C:16]2[O:17][CH2:18][O:19][C:15]=2[CH:14]=1)=O.[C:22]([O:29][CH3:30])(=[O:28])[CH2:23][CH2:24][C:25]([CH3:27])=O.Cl[Si](C)(C)C, predict the reaction product. The product is: [CH3:30][O:29][C:22](=[O:28])[CH2:23][C:24]1[C:11]([C:13]2[CH:21]=[CH:20][C:16]3[O:17][CH2:18][O:19][C:15]=3[CH:14]=2)=[C:3]2[C:4]3[CH2:10][CH2:9][CH2:8][CH2:7][C:5]=3[S:6][C:2]2=[N:1][C:25]=1[CH3:27]. (3) The product is: [F:1][C:2]1[CH:3]=[CH:4][C:5]([C:8]2[N:9]=[C:10]3[N:14]([C:15]=2[C:16](=[O:18])[CH3:17])[CH:13]=[CH:12][O:11]3)=[CH:6][CH:7]=1. Given the reactants [F:1][C:2]1[CH:7]=[CH:6][C:5]([C:8]2[N:9]=[C:10]3[N:14]([CH:15]=2)[CH:13]=[CH:12][O:11]3)=[CH:4][CH:3]=1.[C:16](OC(=O)C)(=[O:18])[CH3:17], predict the reaction product. (4) Given the reactants CC([CH2:5][N:6]([CH2:10][CH2:11][N:12]1[CH:16]=[C:15]([C:17]2[CH:18]=[C:19]3[C:24](=[CH:25][CH:26]=2)[N:23]([C:27](=[O:29])[CH3:28])[C@@H:22]([CH3:30])[CH2:21][C@H:20]3[NH:31][C:32]2[C:37]([F:38])=[CH:36][CH:35]=[CH:34][N:33]=2)[CH:14]=[N:13]1)C(=O)[O-])(C)C.FC(F)(F)C(O)=O.[ClH:46].CCOCC, predict the reaction product. The product is: [ClH:46].[C:27]([N:23]1[C:24]2[C:19](=[CH:18][C:17]([C:15]3[CH:14]=[N:13][N:12]([CH2:11][CH2:10][NH:6][CH3:5])[CH:16]=3)=[CH:26][CH:25]=2)[C@H:20]([NH:31][C:32]2[C:37]([F:38])=[CH:36][CH:35]=[CH:34][N:33]=2)[CH2:21][C@@H:22]1[CH3:30])(=[O:29])[CH3:28]. (5) Given the reactants Br[C:2]1[CH:3]=[N:4][CH:5]=[C:6]([O:8][CH:9]([C:11]2[CH:16]=[CH:15][CH:14]=[CH:13][CH:12]=2)[CH3:10])[CH:7]=1.[B:17]1([B:17]2[O:21][C:20]([CH3:23])([CH3:22])[C:19]([CH3:25])([CH3:24])[O:18]2)[O:21][C:20]([CH3:23])([CH3:22])[C:19]([CH3:25])([CH3:24])[O:18]1.C([O-])(=O)C.[K+], predict the reaction product. The product is: [C:11]1([CH:9]([O:8][C:6]2[CH:5]=[N:4][CH:3]=[C:2]([B:17]3[O:21][C:20]([CH3:23])([CH3:22])[C:19]([CH3:25])([CH3:24])[O:18]3)[CH:7]=2)[CH3:10])[CH:16]=[CH:15][CH:14]=[CH:13][CH:12]=1. (6) Given the reactants FC1C=CC(S(Cl)(=O)=O)=CC=1[N+]([O-])=O.[F:15][C:16]1[C:21]([F:22])=[C:20]([F:23])[CH:19]=[CH:18][C:17]=1[S:24](Cl)(=[O:26])=[O:25].[Cl:28][C:29]1[CH:30]=[C:31]([CH:33]=[CH:34][C:35]=1[O:36][CH3:37])[NH2:32], predict the reaction product. The product is: [Cl:28][C:29]1[CH:30]=[C:31]([NH:32][S:24]([C:17]2[CH:18]=[CH:19][C:20]([F:23])=[C:21]([F:22])[C:16]=2[F:15])(=[O:26])=[O:25])[CH:33]=[CH:34][C:35]=1[O:36][CH3:37].